Dataset: NCI-60 drug combinations with 297,098 pairs across 59 cell lines. Task: Regression. Given two drug SMILES strings and cell line genomic features, predict the synergy score measuring deviation from expected non-interaction effect. (1) Cell line: MALME-3M. Drug 1: C1=CC(=CC=C1C#N)C(C2=CC=C(C=C2)C#N)N3C=NC=N3. Synergy scores: CSS=-1.16, Synergy_ZIP=-1.05, Synergy_Bliss=-5.51, Synergy_Loewe=-3.46, Synergy_HSA=-5.45. Drug 2: C1CNP(=O)(OC1)N(CCCl)CCCl. (2) Drug 1: CC1C(C(CC(O1)OC2CC(CC3=C2C(=C4C(=C3O)C(=O)C5=C(C4=O)C(=CC=C5)OC)O)(C(=O)C)O)N)O.Cl. Drug 2: CN(C)C1=NC(=NC(=N1)N(C)C)N(C)C. Cell line: RPMI-8226. Synergy scores: CSS=29.1, Synergy_ZIP=9.52, Synergy_Bliss=4.26, Synergy_Loewe=-45.3, Synergy_HSA=-2.80. (3) Drug 1: CC12CCC(CC1=CCC3C2CCC4(C3CC=C4C5=CN=CC=C5)C)O. Drug 2: CN(C(=O)NC(C=O)C(C(C(CO)O)O)O)N=O. Cell line: UO-31. Synergy scores: CSS=16.7, Synergy_ZIP=17.1, Synergy_Bliss=12.7, Synergy_Loewe=-3.42, Synergy_HSA=13.3. (4) Drug 1: C1CCC(C1)C(CC#N)N2C=C(C=N2)C3=C4C=CNC4=NC=N3. Drug 2: C1CC(C1)(C(=O)O)C(=O)O.[NH2-].[NH2-].[Pt+2]. Cell line: SF-268. Synergy scores: CSS=8.31, Synergy_ZIP=1.91, Synergy_Bliss=2.55, Synergy_Loewe=-15.8, Synergy_HSA=-0.706.